From a dataset of Forward reaction prediction with 1.9M reactions from USPTO patents (1976-2016). Predict the product of the given reaction. (1) The product is: [F:1][C:2]([F:15])([F:14])[C:3]1[CH:4]=[C:5]2[C:6](=[CH:7][CH:8]=1)[CH2:11][CH2:10][CH2:9]2. Given the reactants [F:1][C:2]([F:15])([F:14])[C:3]1[CH:4]=[C:5]([CH2:9][CH2:10][C:11](O)=O)[CH:6]=[CH:7][CH:8]=1.FC(F)(F)S(O)(=O)=O, predict the reaction product. (2) Given the reactants [C:1]([C:5]1[CH:10]=[CH:9][C:8]([C:11]2[O:12][C:13](=[O:20])[C:14]3[S:19][CH:18]=[CH:17][C:15]=3[N:16]=2)=[CH:7][CH:6]=1)([CH3:4])([CH3:3])[CH3:2].[CH3:21][O:22][C:23]1[CH:28]=[CH:27][C:26]([NH2:29])=[CH:25][CH:24]=1.C1(C)C=CC(S(O)(=O)=O)=CC=1, predict the reaction product. The product is: [C:1]([C:5]1[CH:10]=[CH:9][C:8]([C:11]([NH:16][C:15]2[CH:17]=[CH:18][S:19][C:14]=2[C:13]([NH:29][C:26]2[CH:27]=[CH:28][C:23]([O:22][CH3:21])=[CH:24][CH:25]=2)=[O:20])=[O:12])=[CH:7][CH:6]=1)([CH3:4])([CH3:3])[CH3:2]. (3) Given the reactants [CH:1]([C:3]1[CH:4]=[C:5]([CH:9]=[CH:10][CH:11]=1)[C:6]([OH:8])=[O:7])=[O:2].CO.[C:14]([O-])([O-])=O.[Cs+].[Cs+].IC, predict the reaction product. The product is: [CH:1]([C:3]1[CH:4]=[C:5]([CH:9]=[CH:10][CH:11]=1)[C:6]([O:8][CH3:14])=[O:7])=[O:2]. (4) The product is: [Cl:55][C:56]1[CH:68]=[CH:67][C:59]([CH2:60][CH:6]2[CH2:7][CH2:8][N:9]([S:12]([C:15]3[C:19]([CH3:20])=[N:18][NH:17][C:16]=3[CH3:22])(=[O:13])=[O:14])[CH2:10][CH2:11]2)=[C:58]([O:69][CH3:70])[CH:57]=1. Given the reactants ClC1C=C(C=CC=1Cl)O[CH:6]1[CH2:11][CH2:10][N:9]([S:12]([C:15]2[C:16]([CH3:22])=[N:17][N:18](C)[C:19]=2[CH3:20])(=[O:14])=[O:13])[CH2:8][CH2:7]1.ClC1C=C(C=CC=1Cl)NCC1CCN(S(C2C(C)=NN(C)C=2C)(=O)=O)CC1.Cl.[Cl:55][C:56]1[CH:68]=[CH:67][C:59]([CH2:60]C2CCNCC2)=[C:58]([O:69][CH3:70])[CH:57]=1, predict the reaction product. (5) Given the reactants [F:1][C:2]1[CH:7]=[C:6]([F:8])[CH:5]=[CH:4][C:3]=1[N:9]1[C:16]2[C@@H:15]3[CH2:17][C@@H:14]3[CH2:13][C:12]=2[C:11]([C:18]([OH:20])=O)=[N:10]1.C1CN([P+](ON2N=NC3C=CC=CC2=3)(N2CCCC2)N2CCCC2)CC1.F[P-](F)(F)(F)(F)F.C(N(C(C)C)C(C)C)C.[NH2:63][C:64]1[C:69]([OH:70])=[CH:68][CH:67]=[CH:66][N:65]=1, predict the reaction product. The product is: [OH:70][C:69]1[C:64]([NH:63][C:18]([C:11]2[C:12]3[CH2:13][C@H:14]4[CH2:17][C@H:15]4[C:16]=3[N:9]([C:3]3[CH:4]=[CH:5][C:6]([F:8])=[CH:7][C:2]=3[F:1])[N:10]=2)=[O:20])=[N:65][CH:66]=[CH:67][CH:68]=1. (6) Given the reactants [F:1][C:2]1[CH:7]=[CH:6][C:5]([CH:8]([OH:19])[CH:9]([C:13]2[CH:18]=[CH:17][CH:16]=[CH:15][CH:14]=2)[CH2:10][NH:11][CH3:12])=[CH:4][CH:3]=1.C(N(CC)CC)C.[CH3:39][C:38]([O:37][C:35](O[C:35]([O:37][C:38]([CH3:41])([CH3:40])[CH3:39])=[O:36])=[O:36])([CH3:41])[CH3:40], predict the reaction product. The product is: [F:1][C:2]1[CH:3]=[CH:4][C:5]([C@@H:8]([OH:19])[C@@H:9]([C:13]2[CH:14]=[CH:15][CH:16]=[CH:17][CH:18]=2)[CH2:10][N:11]([CH3:12])[C:35](=[O:36])[O:37][C:38]([CH3:39])([CH3:40])[CH3:41])=[CH:6][CH:7]=1.